This data is from Full USPTO retrosynthesis dataset with 1.9M reactions from patents (1976-2016). The task is: Predict the reactants needed to synthesize the given product. (1) Given the product [CH3:1][N:39]1[CH2:38][CH:37]2[CH2:33][N:34]([C:41]([O:43][C:44]([CH3:47])([CH3:46])[CH3:45])=[O:42])[CH2:35][CH:36]2[CH2:40]1, predict the reactants needed to synthesize it. The reactants are: [CH2:1](O[C@H]1C2C(=CC(OCCC)=CC=2)[C@@H](N)C1)C=C.C(O[BH-](OC(=O)C)OC(=O)C)(=O)C.[Na+].[CH2:33]1[CH:37]2[CH2:38][NH:39][CH2:40][CH:36]2[CH2:35][N:34]1[C:41]([O:43][C:44]([CH3:47])([CH3:46])[CH3:45])=[O:42].C=O.[OH-].[Na+]. (2) Given the product [Br:1][C:2]1[CH:7]=[C:6]([F:8])[C:5]([F:9])=[C:4]([N:11]2[CH2:16][CH2:15][O:14][CH2:13][CH2:12]2)[CH:3]=1, predict the reactants needed to synthesize it. The reactants are: [Br:1][C:2]1[CH:3]=[C:4](F)[C:5]([F:9])=[C:6]([F:8])[CH:7]=1.[NH:11]1[CH2:16][CH2:15][O:14][CH2:13][CH2:12]1.C([O-])([O-])=O.[K+].[K+].CS(C)=O. (3) The reactants are: [CH3:1][CH:2]([C:4]1[C:8]([CH2:9][CH2:10][C:11]([O:13][CH2:14][CH3:15])=[O:12])=[CH:7][N:6]([C:16]2[CH:21]=[CH:20][C:19]([N+:22]([O-])=O)=[CH:18][N:17]=2)[N:5]=1)[CH3:3].CO. Given the product [NH2:22][C:19]1[CH:20]=[CH:21][C:16]([N:6]2[CH:7]=[C:8]([CH2:9][CH2:10][C:11]([O:13][CH2:14][CH3:15])=[O:12])[C:4]([CH:2]([CH3:1])[CH3:3])=[N:5]2)=[N:17][CH:18]=1, predict the reactants needed to synthesize it. (4) Given the product [CH2:12]([O:11][P:7]([CH2:6][C:5]1[CH:4]=[CH:3][C:2]([NH:1][C:29](=[O:30])[CH2:28][C:24]2[CH:25]=[N:26][O:27][C:23]=2[C:17]2[CH:18]=[CH:19][CH:20]=[CH:21][CH:22]=2)=[CH:16][CH:15]=1)([O:8][CH2:9][CH3:10])=[O:14])[CH3:13], predict the reactants needed to synthesize it. The reactants are: [NH2:1][C:2]1[CH:16]=[CH:15][C:5]([CH2:6][P:7](=[O:14])([O:11][CH2:12][CH3:13])[O:8][CH2:9][CH3:10])=[CH:4][CH:3]=1.[C:17]1([C:23]2[O:27][N:26]=[CH:25][C:24]=2[CH2:28][C:29](O)=[O:30])[CH:22]=[CH:21][CH:20]=[CH:19][CH:18]=1.O.ON1C2C=CC=CC=2N=N1.Cl.C(N=C=NCCCN(C)C)C. (5) Given the product [OH:12][C:10]([C:13]1[CH:14]=[CH:15][C:16]([I:19])=[CH:17][CH:18]=1)([CH3:11])[CH2:9][NH:8][S:4]([CH:1]([CH3:2])[CH3:20])(=[O:5])=[O:6], predict the reactants needed to synthesize it. The reactants are: [CH2:1]([S:4](Cl)(=[O:6])=[O:5])[CH2:2]C.[NH2:8][CH2:9][C:10]([C:13]1[CH:18]=[CH:17][C:16]([I:19])=[CH:15][CH:14]=1)([OH:12])[CH3:11].[CH2:20]1CCN2C(=NCCC2)CC1.